This data is from Full USPTO retrosynthesis dataset with 1.9M reactions from patents (1976-2016). The task is: Predict the reactants needed to synthesize the given product. (1) Given the product [F:7][C:8]([F:20])([F:19])[O:9][C:10]1[CH:15]=[CH:14][C:13]([C:22]2[C:23]([NH2:28])=[N:24][CH:25]=[CH:26][CH:27]=2)=[CH:12][CH:11]=1, predict the reactants needed to synthesize it. The reactants are: C(=O)([O-])[O-].[Na+].[Na+].[F:7][C:8]([F:20])([F:19])[O:9][C:10]1[CH:15]=[CH:14][C:13](B(O)O)=[CH:12][CH:11]=1.Br[C:22]1[C:23]([NH2:28])=[N:24][CH:25]=[CH:26][CH:27]=1. (2) Given the product [Cl:1][C:2]1[CH:3]=[C:4]([CH:8]([C:20]2[CH:24]=[C:23]([CH:25]3[O:29][CH2:28][CH2:27][O:26]3)[S:22][CH:21]=2)[NH2:9])[CH:5]=[CH:6][CH:7]=1, predict the reactants needed to synthesize it. The reactants are: [Cl:1][C:2]1[CH:3]=[C:4]([CH:8]([C:20]2[CH:24]=[C:23]([CH:25]3[O:29][CH2:28][CH2:27][O:26]3)[S:22][CH:21]=2)[N:9]2C(=O)C3C(=CC=CC=3)C2=O)[CH:5]=[CH:6][CH:7]=1.CO.O.NN. (3) Given the product [NH2:1][S:2]([C:5]1[S:9][C:8](=[C:10]([C:11]([NH:22][C:23]2[CH:24]=[CH:25][C:26]([C:29]3[CH:34]=[CH:33][CH:32]=[CH:31][CH:30]=3)=[CH:27][CH:28]=2)=[O:13])[C:16]([O:18][CH2:19][CH3:20])=[O:17])[NH:7][C:6]=1[CH3:21])(=[O:3])=[O:4], predict the reactants needed to synthesize it. The reactants are: [NH2:1][S:2]([C:5]1[S:9][C:8](=[C:10]([C:16]([O:18][CH2:19][CH3:20])=[O:17])[C:11]([O:13]CC)=O)[NH:7][C:6]=1[CH3:21])(=[O:4])=[O:3].[NH2:22][C:23]1[CH:28]=[CH:27][C:26]([C:29]2[CH:34]=[CH:33][CH:32]=[CH:31][CH:30]=2)=[CH:25][CH:24]=1.